This data is from Forward reaction prediction with 1.9M reactions from USPTO patents (1976-2016). The task is: Predict the product of the given reaction. (1) Given the reactants [Br:1][CH:2]1N=[C:5]2[N:7]=[CH:8][N:9]=[C:4]2[S:3]1.[ClH:10].[C:11]([Cl:19])(=[O:18])[C:12]1[CH:17]=[CH:16][CH:15]=[N:14][CH:13]=1.[CH3:20]O, predict the reaction product. The product is: [ClH:19].[Br:1][C:2]1[S:3][C:4]2=[C:5]([C:11]([C:12]3[CH:13]=[N:14][CH:15]=[CH:16][CH:17]=3)=[O:18])[N:7]=[CH:8][N:9]2[CH:20]=1.[ClH:10]. (2) The product is: [N:1]1[CH:6]=[CH:5][CH:4]=[CH:3][C:2]=1[C:7]1[O:8][C:9]2[CH2:10][N:11]([C:17]3[CH:22]=[CH:21][CH:20]=[CH:19][N:18]=3)[CH2:12][CH2:13][C:14]=2[N:15]=1. Given the reactants [N:1]1[CH:6]=[CH:5][CH:4]=[CH:3][C:2]=1[C:7]1[O:8][C:9]2[CH2:10][NH:11][CH2:12][CH2:13][C:14]=2[N:15]=1.Br[C:17]1[CH:22]=[CH:21][CH:20]=[CH:19][N:18]=1.C(O[Na])(C)(C)C, predict the reaction product. (3) Given the reactants [CH:1]([C:3]1[S:7][C:6](B(O)O)=[CH:5][C:4]=1[CH3:11])=[O:2].Br[C:13]1[CH:18]=[CH:17][C:16]([Cl:19])=[CH:15][N:14]=1.C([O-])([O-])=O.[Na+].[Na+], predict the reaction product. The product is: [Cl:19][C:16]1[CH:17]=[CH:18][C:13]([C:6]2[S:7][C:3]([CH:1]=[O:2])=[C:4]([CH3:11])[CH:5]=2)=[N:14][CH:15]=1. (4) Given the reactants [Cl:1][C:2]1[CH:3]=[CH:4][C:5]([OH:23])=[C:6]([CH:22]=1)[C:7]([NH:9][C@H:10]([C:12]1[CH:21]=[CH:20][C:15]([C:16]([O:18][CH3:19])=[O:17])=[CH:14][CH:13]=1)[CH3:11])=[O:8].[Cl:24][C:25]1[CH:30]=[CH:29][C:28]([CH2:31]O)=[CH:27][CH:26]=1, predict the reaction product. The product is: [Cl:1][C:2]1[CH:3]=[CH:4][C:5]([O:23][CH2:31][C:28]2[CH:29]=[CH:30][C:25]([Cl:24])=[CH:26][CH:27]=2)=[C:6]([CH:22]=1)[C:7]([NH:9][C@H:10]([C:12]1[CH:21]=[CH:20][C:15]([C:16]([O:18][CH3:19])=[O:17])=[CH:14][CH:13]=1)[CH3:11])=[O:8].